The task is: Predict the reactants needed to synthesize the given product.. This data is from Full USPTO retrosynthesis dataset with 1.9M reactions from patents (1976-2016). (1) Given the product [CH2:32]([O:31][C:2]1[N:6]=[C:5]([CH:7]2[CH2:12][CH:11]([C:13]3[CH:18]=[CH:17][C:16]([C:19]([F:22])([F:21])[F:20])=[CH:15][CH:14]=3)[CH2:10][N:9]([C:23]([N:25]3[CH2:30][CH2:29][O:28][CH2:27][CH2:26]3)=[O:24])[CH2:8]2)[O:4][N:3]=1)[CH3:33], predict the reactants needed to synthesize it. The reactants are: Cl[C:2]1[N:6]=[C:5]([CH:7]2[CH2:12][CH:11]([C:13]3[CH:18]=[CH:17][C:16]([C:19]([F:22])([F:21])[F:20])=[CH:15][CH:14]=3)[CH2:10][N:9]([C:23]([N:25]3[CH2:30][CH2:29][O:28][CH2:27][CH2:26]3)=[O:24])[CH2:8]2)[O:4][N:3]=1.[O-:31][CH2:32][CH3:33].[Na+]. (2) Given the product [OH:1][C@H:2]([C:17]1[S:18][C:19]([C:22]2[CH:27]=[CH:26][CH:25]=[CH:24][CH:23]=2)=[CH:20][CH:21]=1)[C@@H:3]1[N:7]([CH3:8])[C:6](=[O:9])[CH2:5][C@@H:4]1[C:10]1[CH:15]=[CH:14][C:13]([C:32]2[CH:33]=[CH:34][C:29]([F:28])=[CH:30][CH:31]=2)=[CH:12][CH:11]=1, predict the reactants needed to synthesize it. The reactants are: [OH:1][C@H:2]([C:17]1[S:18][C:19]([C:22]2[CH:27]=[CH:26][CH:25]=[CH:24][CH:23]=2)=[CH:20][CH:21]=1)[C@@H:3]1[N:7]([CH3:8])[C:6](=[O:9])[CH2:5][C@@H:4]1[C:10]1[CH:15]=[CH:14][C:13](I)=[CH:12][CH:11]=1.[F:28][C:29]1[CH:34]=[CH:33][C:32](B(O)O)=[CH:31][CH:30]=1.COCCOC.C([O-])([O-])=O.[Na+].[Na+].